Dataset: Forward reaction prediction with 1.9M reactions from USPTO patents (1976-2016). Task: Predict the product of the given reaction. (1) Given the reactants C[CH2:2][O:3][Si:4]([O:11][CH2:12]C)([O:8][CH2:9]C)[O:5][CH2:6]C, predict the reaction product. The product is: [CH3:2][O:3][Si:4]([O:11][CH3:12])([O:8][CH3:9])[O:5][CH3:6]. (2) Given the reactants [CH2:1]([C@@:4]1([CH3:25])[CH2:9][C@H:8]([C:10]2[CH:15]=[CH:14][CH:13]=[C:12]([Cl:16])[CH:11]=2)[C@@H:7]([C:17]2[CH:22]=[CH:21][C:20]([Cl:23])=[CH:19][CH:18]=2)[NH:6][C:5]1=[O:24])[CH:2]=[CH2:3].Cl[C:27]1[C:32]([CH3:33])=[CH:31][C:30]([N+:34]([O-:36])=[O:35])=[CH:29][N:28]=1, predict the reaction product. The product is: [CH2:1]([C@@:4]1([CH3:25])[CH2:9][C@H:8]([C:10]2[CH:15]=[CH:14][CH:13]=[C:12]([Cl:16])[CH:11]=2)[C@@H:7]([C:17]2[CH:22]=[CH:21][C:20]([Cl:23])=[CH:19][CH:18]=2)[N:6]([C:27]2[C:32]([CH3:33])=[CH:31][C:30]([N+:34]([O-:36])=[O:35])=[CH:29][N:28]=2)[C:5]1=[O:24])[CH:2]=[CH2:3]. (3) Given the reactants Cl[C:2]1[C:7]([C:8]([O:10][CH2:11][CH3:12])=[O:9])=[CH:6][N:5]=[C:4]([Cl:13])[CH:3]=1.[C:14]([NH2:18])([CH3:17])([CH3:16])[CH3:15], predict the reaction product. The product is: [C:14]([NH:18][C:2]1[C:7]([C:8]([O:10][CH2:11][CH3:12])=[O:9])=[CH:6][N:5]=[C:4]([Cl:13])[CH:3]=1)([CH3:17])([CH3:16])[CH3:15]. (4) Given the reactants [Cl:1][C:2]1[NH:3][C:4]2[CH:10]=[CH:9][CH:8]=[CH:7][C:5]=2[N:6]=1.C(=O)([O-])[O-].[K+].[K+].Cl[CH2:18][C:19]([O:21][CH2:22][CH3:23])=[O:20], predict the reaction product. The product is: [CH2:22]([O:21][C:19]([CH2:18][N:3]1[C:4]2[CH:10]=[CH:9][CH:8]=[CH:7][C:5]=2[N:6]=[C:2]1[Cl:1])=[O:20])[CH3:23]. (5) Given the reactants [F:1][C:2]1[CH:3]=[C:4]([CH2:20][OH:21])[CH:5]=[C:6]([F:19])[C:7]=1[O:8][C:9]1[CH:10]=[N:11][CH:12]=[C:13]([C:15]([F:18])([F:17])[F:16])[CH:14]=1.Cl[C:23]1[CH:34]=[C:27]2[N:28]([CH3:33])[C@@H:29]([CH3:32])[CH2:30][CH2:31][N:26]2[C:25](=[O:35])[N:24]=1, predict the reaction product. The product is: [F:1][C:2]1[CH:3]=[C:4]([CH:5]=[C:6]([F:19])[C:7]=1[O:8][C:9]1[CH:10]=[N:11][CH:12]=[C:13]([C:15]([F:16])([F:17])[F:18])[CH:14]=1)[CH2:20][O:21][C:23]1[CH:34]=[C:27]2[N:28]([CH3:33])[C@@H:29]([CH3:32])[CH2:30][CH2:31][N:26]2[C:25](=[O:35])[N:24]=1. (6) Given the reactants [C:1]([O:5][C:6]([N:8]1[CH2:13][CH2:12][CH:11](OS(C)(=O)=O)[CH2:10][CH2:9]1)=[O:7])([CH3:4])([CH3:3])[CH3:2].[Br:19][C:20]1[CH:25]=[CH:24][C:23]([SH:26])=[CH:22][CH:21]=1.C([O-])([O-])=O.[K+].[K+], predict the reaction product. The product is: [C:1]([O:5][C:6]([N:8]1[CH2:9][CH2:10][CH:11]([S:26][C:23]2[CH:24]=[CH:25][C:20]([Br:19])=[CH:21][CH:22]=2)[CH2:12][CH2:13]1)=[O:7])([CH3:2])([CH3:3])[CH3:4]. (7) Given the reactants [F:1][C:2]1[CH:22]=[CH:21][CH:20]=[CH:19][C:3]=1[CH2:4][N:5]([O:17][CH3:18])[C:6](=[O:16])[CH:7]=[C:8]1[C:12](=[O:13])[O:11][C:10](C)(C)[O:9]1, predict the reaction product. The product is: [CH3:10][O:11][C:12](=[O:13])[C:8]([OH:9])=[CH:7][C:6](=[O:16])[N:5]([CH2:4][C:3]1[CH:19]=[CH:20][CH:21]=[CH:22][C:2]=1[F:1])[O:17][CH3:18]. (8) Given the reactants F[C:2]1[CH:7]=[CH:6][C:5]([N+:8]([O-:10])=[O:9])=[CH:4][C:3]=1[C:11]([F:14])([F:13])[F:12].[CH2:15]([OH:22])[C:16]1[CH:21]=[CH:20][CH:19]=[CH:18][CH:17]=1.[H-].[Na+], predict the reaction product. The product is: [CH2:15]([O:22][C:2]1[CH:7]=[CH:6][C:5]([N+:8]([O-:10])=[O:9])=[CH:4][C:3]=1[C:11]([F:14])([F:13])[F:12])[C:16]1[CH:21]=[CH:20][CH:19]=[CH:18][CH:17]=1.